Predict the reactants needed to synthesize the given product. From a dataset of Full USPTO retrosynthesis dataset with 1.9M reactions from patents (1976-2016). (1) Given the product [CH:1]1([N:6]2[CH2:7][CH2:8][N:9]([CH2:13][C:14]#[N:15])[CH2:10][CH2:11]2)[CH2:2][CH2:3][CH2:4][CH2:5]1, predict the reactants needed to synthesize it. The reactants are: [CH:1]1([N:6]2[CH2:11][CH2:10][NH:9][CH2:8][CH2:7]2)[CH2:5][CH2:4][CH2:3][CH2:2]1.Br[CH2:13][C:14]#[N:15]. (2) Given the product [Cl:1][C:2]1[CH:3]=[C:4]2[C:10]([C:11]3[N:16]=[C:15]([NH:17][C@H:18]4[CH2:22][CH2:21][NH:20][CH2:19]4)[C:14]([F:30])=[CH:13][N:12]=3)=[CH:9][N:8]([S:31]([C:34]3[CH:39]=[CH:38][C:37]([CH3:40])=[CH:36][CH:35]=3)(=[O:33])=[O:32])[C:5]2=[N:6][CH:7]=1, predict the reactants needed to synthesize it. The reactants are: [Cl:1][C:2]1[CH:3]=[C:4]2[C:10]([C:11]3[N:16]=[C:15]([NH:17][C@H:18]4[CH2:22][CH2:21][N:20](C(OC(C)(C)C)=O)[CH2:19]4)[C:14]([F:30])=[CH:13][N:12]=3)=[CH:9][N:8]([S:31]([C:34]3[CH:39]=[CH:38][C:37]([CH3:40])=[CH:36][CH:35]=3)(=[O:33])=[O:32])[C:5]2=[N:6][CH:7]=1.Cl. (3) Given the product [CH3:1][CH:2]1[CH2:6][CH2:5][CH2:4][N:3]1[CH2:7][CH2:8][CH2:9][O:10][C:11]1[CH:16]=[CH:15][C:14]([C:17]2[S:18][C:19]3[CH2:24][CH2:23][CH:22]([NH:25][C:33](=[O:35])[CH3:34])[C:20]=3[N:21]=2)=[CH:13][CH:12]=1, predict the reactants needed to synthesize it. The reactants are: [CH3:1][CH:2]1[CH2:6][CH2:5][CH2:4][N:3]1[CH2:7][CH2:8][CH2:9][O:10][C:11]1[CH:16]=[CH:15][C:14]([C:17]2[S:18][C:19]3[CH2:24][CH2:23][CH:22]([NH2:25])[C:20]=3[N:21]=2)=[CH:13][CH:12]=1.C(N(CC)CC)C.[C:33](Cl)(=[O:35])[CH3:34]. (4) Given the product [F:1][C:2]([F:35])([CH2:27][O:28][C:29]1[CH:30]=[CH:31][CH:32]=[CH:33][CH:34]=1)[CH2:3][CH2:4][C@H:5]1[C@H:9]([OH:10])[CH2:8][C:7](=[O:17])[C@@H:6]1[CH2:18]/[CH:19]=[CH:20]\[CH2:21][CH2:22][CH2:23][C:24]([OH:26])=[O:25], predict the reactants needed to synthesize it. The reactants are: [F:1][C:2]([F:35])([CH2:27][O:28][C:29]1[CH:34]=[CH:33][CH:32]=[CH:31][CH:30]=1)[CH2:3][CH2:4][C@H:5]1[C@H:9]([O:10]C2CCCCO2)[CH2:8][C:7](=[O:17])[C@@H:6]1[CH2:18]/[CH:19]=[CH:20]\[CH2:21][CH2:22][CH2:23][C:24]([OH:26])=[O:25].